From a dataset of Reaction yield outcomes from USPTO patents with 853,638 reactions. Predict the reaction yield, written as a fraction of the theoretical maximum amount of product (1.0 means a 100% yield; for example, 0.34 means a 34% yield). (1) The reactants are [CH2:1]([Sn:5](=[O:10])[CH2:6][CH2:7][CH2:8][CH3:9])[CH2:2][CH2:3][CH3:4].[CH3:11][CH:12]([CH3:16])[CH2:13][CH2:14][OH:15]. No catalyst specified. The product is [CH2:1]([Sn:5]([CH2:6][CH2:7][CH2:8][CH3:9])([O:15][CH2:14][CH2:13][CH:12]([CH3:16])[CH3:11])[O:10][Sn:5]([CH2:6][CH2:7][CH2:8][CH3:9])([CH2:1][CH2:2][CH2:3][CH3:4])[O:15][CH2:14][CH2:13][CH:12]([CH3:16])[CH3:11])[CH2:2][CH2:3][CH3:4]. The yield is 0.990. (2) The reactants are [Cl:1][C:2]1[C:3](I)=[C:4]2[CH:10]=[CH:9][N:8]([Si:11]([CH:18]([CH3:20])[CH3:19])([CH:15]([CH3:17])[CH3:16])[CH:12]([CH3:14])[CH3:13])[C:5]2=[N:6][CH:7]=1.[Li]CCCC.[CH2:27]([N:34]([C:42]12[CH2:49][CH2:48][C:45]([CH:50]=[O:51])([CH2:46][CH2:47]1)[CH2:44][CH2:43]2)[C:35](=[O:41])[O:36][C:37]([CH3:40])([CH3:39])[CH3:38])[C:28]1[CH:33]=[CH:32][CH:31]=[CH:30][CH:29]=1.[NH4+].[Cl-]. The catalyst is C1COCC1.CCOC(C)=O. The product is [CH2:27]([N:34]([C:42]12[CH2:47][CH2:46][C:45]([CH:50]([C:3]3[C:2]([Cl:1])=[CH:7][N:6]=[C:5]4[N:8]([Si:11]([CH:18]([CH3:20])[CH3:19])([CH:15]([CH3:17])[CH3:16])[CH:12]([CH3:14])[CH3:13])[CH:9]=[CH:10][C:4]=34)[OH:51])([CH2:44][CH2:43]1)[CH2:48][CH2:49]2)[C:35](=[O:41])[O:36][C:37]([CH3:40])([CH3:39])[CH3:38])[C:28]1[CH:33]=[CH:32][CH:31]=[CH:30][CH:29]=1. The yield is 0.640. (3) The reactants are [OH:1]OS([O-])=O.[K+].[CH3:7][S:8][CH2:9][CH2:10][N:11]([CH2:24][C:25]1[CH:30]=[CH:29][C:28]([F:31])=[CH:27][CH:26]=1)[C:12]1[CH:17]=[CH:16][C:15]([S:18]([NH:21][CH2:22][CH3:23])(=[O:20])=[O:19])=[CH:14][CH:13]=1.[OH2:32]. The catalyst is CO. The product is [CH3:7][S:8]([CH2:9][CH2:10][N:11]([CH2:24][C:25]1[CH:26]=[CH:27][C:28]([F:31])=[CH:29][CH:30]=1)[C:12]1[CH:13]=[CH:14][C:15]([S:18]([NH:21][CH2:22][CH3:23])(=[O:19])=[O:20])=[CH:16][CH:17]=1)(=[O:1])=[O:32]. The yield is 1.00. (4) The reactants are [Br:1]P(Br)(C1C=CC=CC=1)(C1C=CC=CC=1)C1C=CC=CC=1.CN(C)C(=O)C.Br.[NH2:29][C:30]1[N:39]=[C:38]([NH2:40])[C:37]2[C:32](=[N:33][CH:34]=[C:35]([CH2:41]O)[N:36]=2)[N:31]=1.C1C=CC=CC=1. The catalyst is CCOCC. The product is [Br:1][CH2:41][C:35]1[N:36]=[C:37]2[C:32](=[N:33][CH:34]=1)[N:31]=[C:30]([NH2:29])[N:39]=[C:38]2[NH2:40]. The yield is 0.600. (5) The reactants are Br[C:2]1[CH:3]=[C:4]2[O:11][C:10]([N:12]3[CH:18]4[CH2:19][CH2:20][N:15]([CH2:16][CH2:17]4)[CH2:14][CH2:13]3)=[N:9][C:5]2=[N:6][C:7]=1[CH3:8].[C:21]1(B(O)O)[CH:26]=[CH:25][CH:24]=[CH:23][CH:22]=1.C(=O)([O-])[O-].[K+].[K+].C(O)C. The catalyst is C1C=CC(/C=C/C(/C=C/C2C=CC=CC=2)=O)=CC=1.C1C=CC(/C=C/C(/C=C/C2C=CC=CC=2)=O)=CC=1.C1C=CC(/C=C/C(/C=C/C2C=CC=CC=2)=O)=CC=1.[Pd].[Pd].O. The product is [CH3:8][C:7]1[N:6]=[C:5]2[N:9]=[C:10]([N:12]3[CH:18]4[CH2:19][CH2:20][N:15]([CH2:16][CH2:17]4)[CH2:14][CH2:13]3)[O:11][C:4]2=[CH:3][C:2]=1[C:21]1[CH:26]=[CH:25][CH:24]=[CH:23][CH:22]=1. The yield is 0.330.